Dataset: Forward reaction prediction with 1.9M reactions from USPTO patents (1976-2016). Task: Predict the product of the given reaction. (1) The product is: [CH3:41][C:36]1[C:35]([C:28]2[CH:27]=[C:26]3[C:31]([C:32]4[C:20]([C:13]5[C:14]6[C:19](=[CH:18][CH:17]=[CH:16][CH:15]=6)[C:10]([CH2:9][OH:8])=[CH:11][CH:12]=5)=[N:21][C:22]([CH3:42])=[N:23][C:24]=4[NH:25]3)=[CH:30][C:29]=2[O:33][CH3:34])=[C:39]([CH3:40])[O:38][N:37]=1. Given the reactants [Si]([O:8][CH2:9][C:10]1[C:19]2[C:14](=[CH:15][CH:16]=[CH:17][CH:18]=2)[C:13]([C:20]2[C:32]3[C:31]4[C:26](=[CH:27][C:28]([C:35]5[C:36]([CH3:41])=[N:37][O:38][C:39]=5[CH3:40])=[C:29]([O:33][CH3:34])[CH:30]=4)[NH:25][C:24]=3[N:23]=[C:22]([CH3:42])[N:21]=2)=[CH:12][CH:11]=1)(C(C)(C)C)(C)C.CCCC[N+](CCCC)(CCCC)CCCC.[F-], predict the reaction product. (2) Given the reactants [OH:1][CH2:2][CH2:3][O:4][C:5]([C:8]1[N:9]=[CH:10][C:11]([N:14]2[CH2:18][C@@:17]3([CH2:23][CH2:22][CH2:21][C@@:20]([CH2:25][N:26]4[C:30]5[CH:31]=[C:32]([C:35]#[N:36])[CH:33]=[CH:34][C:29]=5[N:28]=[CH:27]4)([CH3:24])[CH2:19]3)[O:16][C:15]2=[O:37])=[N:12][CH:13]=1)([CH3:7])[CH3:6].[H-].[Na+].[CH3:40]I.CO, predict the reaction product. The product is: [CH3:40][O:1][CH2:2][CH2:3][O:4][C:5]([C:8]1[N:9]=[CH:10][C:11]([N:14]2[CH2:18][C@@:17]3([CH2:23][CH2:22][CH2:21][C@@:20]([CH2:25][N:26]4[C:30]5[CH:31]=[C:32]([C:35]#[N:36])[CH:33]=[CH:34][C:29]=5[N:28]=[CH:27]4)([CH3:24])[CH2:19]3)[O:16][C:15]2=[O:37])=[N:12][CH:13]=1)([CH3:7])[CH3:6]. (3) Given the reactants [N+]([C:4]1[CH:9]=[CH:8][N:7]=[C:6]([NH:10][C:11]([CH:13]2[CH2:15][CH2:14]2)=[O:12])[CH:5]=1)([O-])=O.[OH:16][C:17]1[CH:26]=[C:25]2[C:20]([CH2:21][CH2:22][CH:23]([C:27]([OH:29])=[O:28])[CH2:24]2)=[CH:19][CH:18]=1.C([O-])([O-])=O.[Cs+].[Cs+], predict the reaction product. The product is: [CH:13]1([C:11]([NH:10][C:6]2[CH:5]=[C:4]([O:16][C:17]3[CH:26]=[C:25]4[C:20]([CH2:21][CH2:22][CH:23]([C:27]([OH:29])=[O:28])[CH2:24]4)=[CH:19][CH:18]=3)[CH:9]=[CH:8][N:7]=2)=[O:12])[CH2:15][CH2:14]1.